From a dataset of Full USPTO retrosynthesis dataset with 1.9M reactions from patents (1976-2016). Predict the reactants needed to synthesize the given product. (1) Given the product [N:14]1[C:13]2[CH:12]=[CH:11][S:10][C:9]=2[C:7](=[O:6])[NH:4][CH:15]=1, predict the reactants needed to synthesize it. The reactants are: C([O-])=O.[NH4+:4].C[O:6][C:7]([C:9]1[S:10][CH:11]=[CH:12][C:13]=1[NH:14][CH:15]=O)=O. (2) Given the product [CH2:1]([O:3][C:4](=[O:36])[C:5]([CH2:45][CH3:46])([S:32]([CH3:35])(=[O:33])=[O:34])[CH2:6][CH2:7][CH:8]1[CH2:9][CH2:10][C:11]([S:22]([C:25]2[CH:26]=[CH:27][C:28]([Cl:31])=[CH:29][CH:30]=2)(=[O:24])=[O:23])([C:14]2[CH:19]=[C:18]([F:20])[CH:17]=[CH:16][C:15]=2[F:21])[CH2:12][CH2:13]1)[CH3:2], predict the reactants needed to synthesize it. The reactants are: [CH2:1]([O:3][C:4](=[O:36])[CH:5]([S:32]([CH3:35])(=[O:34])=[O:33])[CH2:6][CH2:7][CH:8]1[CH2:13][CH2:12][C:11]([S:22]([C:25]2[CH:30]=[CH:29][C:28]([Cl:31])=[CH:27][CH:26]=2)(=[O:24])=[O:23])([C:14]2[CH:19]=[C:18]([F:20])[CH:17]=[CH:16][C:15]=2[F:21])[CH2:10][CH2:9]1)[CH3:2].[H-].[Na+].FC(F)(F)S(O[CH2:45][CH3:46])(=O)=O. (3) Given the product [CH3:29][C:24]1([CH3:30])[C:25]([CH3:28])([CH3:27])[O:26][B:22]([C:16]2[CH:15]=[C:14]([N:11]3[CH2:12][CH2:13][CH:8]([NH:7][C:6](=[O:21])[O:5][C:1]([CH3:4])([CH3:3])[CH3:2])[CH2:9][CH2:10]3)[CH:19]=[CH:18][CH:17]=2)[O:23]1, predict the reactants needed to synthesize it. The reactants are: [C:1]([O:5][C:6](=[O:21])[NH:7][CH:8]1[CH2:13][CH2:12][N:11]([C:14]2[CH:19]=[CH:18][CH:17]=[C:16](Br)[CH:15]=2)[CH2:10][CH2:9]1)([CH3:4])([CH3:3])[CH3:2].[B:22]1([B:22]2[O:26][C:25]([CH3:28])([CH3:27])[C:24]([CH3:30])([CH3:29])[O:23]2)[O:26][C:25]([CH3:28])([CH3:27])[C:24]([CH3:30])([CH3:29])[O:23]1.C(Cl)Cl.C([O-])(=O)C.[K+]. (4) Given the product [C:15]([O:19][C:20](=[O:23])[CH2:21][NH:22][C:7](=[O:8])[C:6]1[CH:10]=[CH:11][C:3]([NH:2][CH3:1])=[C:4]([N+:12]([O-:14])=[O:13])[CH:5]=1)([CH3:18])([CH3:17])[CH3:16], predict the reactants needed to synthesize it. The reactants are: [CH3:1][NH:2][C:3]1[CH:11]=[CH:10][C:6]([C:7](Cl)=[O:8])=[CH:5][C:4]=1[N+:12]([O-:14])=[O:13].[C:15]([O:19][C:20](=[O:23])[CH2:21][NH2:22])([CH3:18])([CH3:17])[CH3:16].C(N(CC)CC)C.C(=O)(O)[O-].[Na+]. (5) Given the product [F:2][C:3]1[CH:4]=[C:5]2[C:10](=[CH:11][CH:12]=1)[N:9]=[CH:8][CH:7]=[C:6]2[N:13]1[CH2:18][CH2:17][CH:16]([NH:19][C:30]([NH:29][C:32]2[CH:37]=[CH:36][C:35]([CH3:38])=[CH:34][CH:33]=2)=[O:31])[CH2:15][CH2:14]1, predict the reactants needed to synthesize it. The reactants are: Cl.[F:2][C:3]1[CH:4]=[C:5]2[C:10](=[CH:11][CH:12]=1)[N:9]=[CH:8][CH:7]=[C:6]2[N:13]1[CH2:18][CH2:17][CH:16]([NH2:19])[CH2:15][CH2:14]1.CCN(C(C)C)C(C)C.[N:29]([C:32]1[CH:37]=[CH:36][C:35]([CH3:38])=[CH:34][CH:33]=1)=[C:30]=[O:31]. (6) The reactants are: [CH3:1][O:2][C:3](=[O:12])[C:4]1[C:9]([F:10])=[CH:8][CH:7]=[CH:6][C:5]=1[NH2:11].[F:13][C:14]1[CH:19]=[CH:18][C:17]([CH2:20][C:21](Cl)=[O:22])=[CH:16][CH:15]=1.C(=O)(O)[O-].[Na+]. Given the product [CH3:1][O:2][C:3](=[O:12])[C:4]1[C:5]([NH:11][C:21](=[O:22])[CH2:20][C:17]2[CH:18]=[CH:19][C:14]([F:13])=[CH:15][CH:16]=2)=[CH:6][CH:7]=[CH:8][C:9]=1[F:10], predict the reactants needed to synthesize it.